Dataset: TCR-epitope binding with 47,182 pairs between 192 epitopes and 23,139 TCRs. Task: Binary Classification. Given a T-cell receptor sequence (or CDR3 region) and an epitope sequence, predict whether binding occurs between them. (1) The epitope is GPGHKARVL. The TCR CDR3 sequence is CASSQGWDSNSPLHF. Result: 0 (the TCR does not bind to the epitope). (2) The epitope is PKYVKQNTLKLAT. The TCR CDR3 sequence is CASSFGAKAGEQFF. Result: 1 (the TCR binds to the epitope).